Task: Predict the reactants needed to synthesize the given product.. Dataset: Full USPTO retrosynthesis dataset with 1.9M reactions from patents (1976-2016) (1) Given the product [OH:9][C@@H:10]([C@H:12]1[C:44](=[O:45])[N:14]2[C:15]([C:31]([O-:33])=[O:32])=[C:16]([C:19]3[S:23][C:22]4=[C:24]([S:28]([CH3:30])=[O:29])[N:25]([CH3:27])[CH:26]=[N+:21]4[CH:20]=3)[C@H:17]([CH3:18])[C@H:13]12)[CH3:11], predict the reactants needed to synthesize it. The reactants are: FC(F)(F)S([O-])(=O)=O.[OH:9][C@@H:10]([C@H:12]1[C:44](=[O:45])[N:14]2[C:15]([C:31]([O:33]CC3C=CC([N+]([O-])=O)=CC=3)=[O:32])=[C:16]([C:19]3[S:23][C:22]4=[C:24]([S:28]([CH3:30])=[O:29])[N:25]([CH3:27])[CH:26]=[N+:21]4[CH:20]=3)[C@H:17]([CH3:18])[C@H:13]12)[CH3:11].P([O-])([O-])([O-])=O.[H][H]. (2) Given the product [C:10]([O:14][C:15]([N:17]1[CH2:21][CH2:20][CH2:19][C@H:18]1[CH2:22][NH:23][C:24]1[C:25]([O:36][C:37]2[CH:42]=[CH:41][C:40]([CH2:43][F:7])=[CH:39][CH:38]=2)=[N:26][C:27]([C:30]2[CH:31]=[N:32][CH:33]=[CH:34][CH:35]=2)=[N:28][CH:29]=1)=[O:16])([CH3:13])([CH3:12])[CH3:11], predict the reactants needed to synthesize it. The reactants are: C(N(S(F)(F)[F:7])CC)C.[C:10]([O:14][C:15]([N:17]1[CH2:21][CH2:20][CH2:19][C@H:18]1[CH2:22][NH:23][C:24]1[C:25]([O:36][C:37]2[CH:42]=[CH:41][C:40]([CH2:43]O)=[CH:39][CH:38]=2)=[N:26][C:27]([C:30]2[CH:31]=[N:32][CH:33]=[CH:34][CH:35]=2)=[N:28][CH:29]=1)=[O:16])([CH3:13])([CH3:12])[CH3:11]. (3) Given the product [F:18][C:15]1[CH:14]=[CH:13][C:12]([C:11]2[C:6]3[C:5](=[CH:10][CH:9]=[CH:8][CH:7]=3)[C:4](=[O:19])[NH:3][C:20]=2[CH:21]2[CH2:29][CH2:28][N:27]([CH3:30])[CH2:26][CH2:25]2)=[CH:17][CH:16]=1, predict the reactants needed to synthesize it. The reactants are: C([N:3]([CH2:20][CH3:21])[C:4](=[O:19])[C:5]1[CH:10]=[CH:9][CH:8]=[CH:7][C:6]=1[CH2:11][C:12]1[CH:17]=[CH:16][C:15]([F:18])=[CH:14][CH:13]=1)C.C(C1[CH2:29][CH2:28][N:27]([CH3:30])[CH2:26][CH2:25]1)#N. (4) The reactants are: C[O:2][C:3]([C:5]1[C:30]([O:31][CH2:32][C:33]([F:36])([F:35])[F:34])=[C:29]([F:37])[C:8]2[NH:9][C:10]([NH:12][C:13]3[C:18]([Cl:19])=[CH:17][CH:16]=[C:15]([CH2:20][NH:21][C:22](=[O:27])[C:23]([CH3:26])([CH3:25])[CH3:24])[C:14]=3[Cl:28])=[N:11][C:7]=2[CH:6]=1)=[O:4].[OH-].[Na+]. Given the product [Cl:28][C:14]1[C:15]([CH2:20][NH:21][C:22](=[O:27])[C:23]([CH3:24])([CH3:26])[CH3:25])=[CH:16][CH:17]=[C:18]([Cl:19])[C:13]=1[NH:12][C:10]1[NH:9][C:8]2[C:29]([F:37])=[C:30]([O:31][CH2:32][C:33]([F:36])([F:35])[F:34])[C:5]([C:3]([OH:4])=[O:2])=[CH:6][C:7]=2[N:11]=1, predict the reactants needed to synthesize it. (5) The reactants are: F[C:2]1[CH:7]=[CH:6][C:5]([N+:8]([O-:10])=[O:9])=[CH:4][CH:3]=1.[CH3:11][C@@H:12]1[CH2:17][NH:16][CH2:15][CH2:14][NH:13]1.C([O-])([O-])=O.[K+].[K+]. Given the product [CH3:11][C@H:12]1[NH:13][CH2:14][CH2:15][N:16]([C:2]2[CH:7]=[CH:6][C:5]([N+:8]([O-:10])=[O:9])=[CH:4][CH:3]=2)[CH2:17]1, predict the reactants needed to synthesize it. (6) Given the product [CH3:1][O:2][CH2:3][CH2:4][CH2:5][C:6]1[C:15]2[C:10](=[CH:11][CH:12]=[C:13]([CH2:16][O:17][C@@H:18]3[C@@H:23]([C:24]4[CH:33]=[CH:32][C:27]([CH2:28][OH:29])=[CH:26][CH:25]=4)[C@H:22]([O:34][Si:35]([CH:39]([CH3:41])[CH3:40])([CH:36]([CH3:38])[CH3:37])[CH:42]([CH3:44])[CH3:43])[CH2:21][N:20]([S:45]([C:48]4[CH:49]=[CH:50][C:51]([CH3:54])=[CH:52][CH:53]=4)(=[O:47])=[O:46])[CH2:19]3)[CH:14]=2)[O:9][C:8]([CH3:56])([CH3:55])[CH:7]=1, predict the reactants needed to synthesize it. The reactants are: [CH3:1][O:2][CH2:3][CH2:4][CH2:5][C:6]1[C:15]2[C:10](=[CH:11][CH:12]=[C:13]([CH2:16][O:17][C@@H:18]3[C@@H:23]([C:24]4[CH:33]=[CH:32][C:27]([C:28](OC)=[O:29])=[CH:26][CH:25]=4)[C@H:22]([O:34][Si:35]([CH:42]([CH3:44])[CH3:43])([CH:39]([CH3:41])[CH3:40])[CH:36]([CH3:38])[CH3:37])[CH2:21][N:20]([S:45]([C:48]4[CH:53]=[CH:52][C:51]([CH3:54])=[CH:50][CH:49]=4)(=[O:47])=[O:46])[CH2:19]3)[CH:14]=2)[O:9][C:8]([CH3:56])([CH3:55])[CH:7]=1.[H-].[Al+3].[Li+].[H-].[H-].[H-].O.[OH-].[Na+]. (7) Given the product [CH3:20][S:21]([C:24]1[CH:29]=[CH:28][C:27]([CH:30]([NH:32][C:3]2[S:4]/[C:5](=[CH:9]\[C:10]3[CH:11]=[C:12]4[C:17](=[CH:18][CH:19]=3)[N:16]=[CH:15][CH:14]=[CH:13]4)/[C:6](=[O:8])[N:7]=2)[CH3:31])=[CH:26][CH:25]=1)(=[O:22])=[O:23], predict the reactants needed to synthesize it. The reactants are: CS[C:3]1[S:4]/[C:5](=[CH:9]\[C:10]2[CH:11]=[C:12]3[C:17](=[CH:18][CH:19]=2)[N:16]=[CH:15][CH:14]=[CH:13]3)/[C:6](=[O:8])[N:7]=1.[CH3:20][S:21]([C:24]1[CH:29]=[CH:28][C:27]([CH:30]([NH2:32])[CH3:31])=[CH:26][CH:25]=1)(=[O:23])=[O:22].CCN(C(C)C)C(C)C. (8) Given the product [F:1][C:2]1[CH:7]=[CH:6][C:5]([O:8][C:10]2[C:19]3[C:14](=[C:15]([O:22][CH3:23])[C:16]([O:20][CH3:21])=[CH:17][CH:18]=3)[CH:13]=[C:12]([NH:24][C:25]3[CH:29]=[C:28]([CH3:30])[NH:27][N:26]=3)[N:11]=2)=[CH:4][CH:3]=1, predict the reactants needed to synthesize it. The reactants are: [F:1][C:2]1[CH:7]=[CH:6][C:5]([OH:8])=[CH:4][CH:3]=1.Cl[C:10]1[C:19]2[C:14](=[C:15]([O:22][CH3:23])[C:16]([O:20][CH3:21])=[CH:17][CH:18]=2)[CH:13]=[C:12]([NH:24][C:25]2[CH:29]=[C:28]([CH3:30])[NH:27][N:26]=2)[N:11]=1. (9) Given the product [CH3:22][O:21][C:18]1[CH:19]=[CH:20][C:15]([CH2:14][O:13][C:12]2[C:8]([C:5]3[CH:6]=[CH:7][C:2]([N:27]4[CH2:32][CH2:31][CH2:30][CH2:29][C:28]4=[O:33])=[CH:3][CH:4]=3)=[N:9][N:10]([CH3:26])[C:11]=2[C:23]([O:25][CH3:34])=[O:24])=[CH:16][CH:17]=1, predict the reactants needed to synthesize it. The reactants are: Br[C:2]1[CH:7]=[CH:6][C:5]([C:8]2[C:12]([O:13][CH2:14][C:15]3[CH:20]=[CH:19][C:18]([O:21][CH3:22])=[CH:17][CH:16]=3)=[C:11]([C:23]([O-:25])=[O:24])[N:10]([CH3:26])[N:9]=2)=[CH:4][CH:3]=1.[NH:27]1[CH2:32][CH2:31][CH2:30][CH2:29][C:28]1=[O:33].[C:34](=O)([O-])[O-].[Cs+].[Cs+].CC1(C)C2C(=C(P(C3C=CC=CC=3)C3C=CC=CC=3)C=CC=2)OC2C(P(C3C=CC=CC=3)C3C=CC=CC=3)=CC=CC1=2. (10) Given the product [CH3:1][C:2]([CH3:22])([CH3:21])[C@@H:3]([O:20][C:24]([NH:23][C@@H:26]([CH2:31][CH2:32][CH2:33][CH3:34])[C:27]([O:29][CH3:30])=[O:28])=[O:25])[CH2:4][C:5]1[O:6][C:7]([C:10]2[CH:15]=[CH:14][C:13]([C:16]([F:19])([F:18])[F:17])=[CH:12][CH:11]=2)=[N:8][N:9]=1, predict the reactants needed to synthesize it. The reactants are: [CH3:1][C:2]([CH3:22])([CH3:21])[C@@H:3]([OH:20])[CH2:4][C:5]1[O:6][C:7]([C:10]2[CH:15]=[CH:14][C:13]([C:16]([F:19])([F:18])[F:17])=[CH:12][CH:11]=2)=[N:8][N:9]=1.[N:23]([C@@H:26]([CH2:31][CH2:32][CH2:33][CH3:34])[C:27]([O:29][CH3:30])=[O:28])=[C:24]=[O:25].